This data is from Full USPTO retrosynthesis dataset with 1.9M reactions from patents (1976-2016). The task is: Predict the reactants needed to synthesize the given product. Given the product [C:19]([NH:24][C:25]1[NH:26][C:27](=[O:65])[C:28]2[N:29]=[CH:30][N:31]([C:63]=2[N:64]=1)[C@@H:32]1[O:62][C@H:36]([CH2:37][O:38][C:39]([C:56]2[CH:61]=[CH:60][CH:59]=[CH:58][CH:57]=2)([C:48]2[CH:53]=[CH:52][C:51]([O:54][CH3:55])=[CH:50][CH:49]=2)[C:40]2[CH:41]=[CH:42][C:43]([O:46][CH3:47])=[CH:44][CH:45]=2)[C@@H:34]([O:35][P:8]([N:12]([CH:13]([CH3:14])[CH3:15])[CH:16]([CH3:17])[CH3:18])([O:9][CH2:86][CH2:85][O:84][CH2:83][CH2:82][O:81][C@@H:80]2[O:88][C@H:89]([CH2:100][O:101][C:102](=[O:104])[CH3:103])[C@@H:90]([O:96][C:97](=[O:99])[CH3:98])[C@H:91]([O:92][C:93](=[O:95])[CH3:94])[C@H:79]2[O:78][C:75](=[O:77])[CH3:76])=[O:10])[CH2:33]1)(=[O:23])[CH:20]([CH3:22])[CH3:21], predict the reactants needed to synthesize it. The reactants are: C(N([P:8]([N:12]([CH:16]([CH3:18])[CH3:17])[CH:13]([CH3:15])[CH3:14])(Cl)([O-:10])[O-:9])C(C)C)(C)C.[C:19]([NH:24][C:25]1[NH:26][C:27](=[O:65])[C:28]2[N:29]=[CH:30][N:31]([C:63]=2[N:64]=1)[C@@H:32]1[O:62][C@H:36]([CH2:37][O:38][C:39]([C:56]2[CH:61]=[CH:60][CH:59]=[CH:58][CH:57]=2)([C:48]2[CH:53]=[CH:52][C:51]([O:54][CH3:55])=[CH:50][CH:49]=2)[C:40]2[CH:45]=[CH:44][C:43]([O:46][CH3:47])=[CH:42][CH:41]=2)[C@@H:34]([OH:35])[CH2:33]1)(=[O:23])[CH:20]([CH3:22])[CH3:21].C(N(C(C)C)C(C)C)C.[C:75]([O:78][C@@H:79]1[C@@H:91]([O:92][C:93](=[O:95])[CH3:94])[C@H:90]([O:96][C:97](=[O:99])[CH3:98])[C@@H:89]([CH2:100][O:101][C:102](=[O:104])[CH3:103])[O:88][C@H:80]1[O:81][CH2:82][CH2:83][O:84][CH2:85][CH2:86]O)(=[O:77])[CH3:76].N1C=NN=N1.